From a dataset of Reaction yield outcomes from USPTO patents with 853,638 reactions. Predict the reaction yield, written as a fraction of the theoretical maximum amount of product (1.0 means a 100% yield; for example, 0.34 means a 34% yield). The reactants are [Cl:1][C:2]1[CH:7]=[CH:6][N:5]=[C:4]2[CH:8]=[CH:9][S:10][C:3]=12.[Li]CCCC.CN([CH:19]=[O:20])C. The catalyst is C1COCC1. The product is [Cl:1][C:2]1[CH:7]=[CH:6][N:5]=[C:4]2[CH:8]=[C:9]([CH:19]=[O:20])[S:10][C:3]=12. The yield is 1.00.